Dataset: Full USPTO retrosynthesis dataset with 1.9M reactions from patents (1976-2016). Task: Predict the reactants needed to synthesize the given product. Given the product [CH3:21][S:22]([O:12][CH2:11][CH2:10][CH2:9][C:5]1[CH:6]=[C:7]([CH3:8])[C:2]([Br:1])=[C:3]([CH3:13])[CH:4]=1)(=[O:24])=[O:23], predict the reactants needed to synthesize it. The reactants are: [Br:1][C:2]1[C:7]([CH3:8])=[CH:6][C:5]([CH2:9][CH2:10][CH2:11][OH:12])=[CH:4][C:3]=1[CH3:13].C(N(CC)CC)C.[CH3:21][S:22](Cl)(=[O:24])=[O:23].